Dataset: Reaction yield outcomes from USPTO patents with 853,638 reactions. Task: Predict the reaction yield, written as a fraction of the theoretical maximum amount of product (1.0 means a 100% yield; for example, 0.34 means a 34% yield). (1) The reactants are C([O:4][C@@H:5]1[C@@H:36]([O:37]C(=O)C)[C@H:35]([O:41]C(=O)C)[C@@H:34]([CH2:45][O:46]C(=O)C)[O:33][CH:6]1[O:7][CH2:8][CH2:9][O:10][C:11]1[C:16]([C:17]#[C:18][C:19]2[CH:24]=[CH:23][N:22]=[CH:21][CH:20]=2)=[CH:15][CH:14]=[CH:13][C:12]=1[C:25]#[C:26][C:27]1[CH:32]=[CH:31][N:30]=[CH:29][CH:28]=1)(=O)C.C[O-].[Na+].C(=O)([O-])O.[Na+]. The catalyst is CO. The product is [O:7]([CH2:8][CH2:9][O:10][C:11]1[C:12]([C:25]#[C:26][C:27]2[CH:32]=[CH:31][N:30]=[CH:29][CH:28]=2)=[CH:13][CH:14]=[CH:15][C:16]=1[C:17]#[C:18][C:19]1[CH:24]=[CH:23][N:22]=[CH:21][CH:20]=1)[CH:6]1[O:33][C@H:34]([CH2:45][OH:46])[C@@H:35]([OH:41])[C@H:36]([OH:37])[C@H:5]1[OH:4]. The yield is 0.870. (2) The reactants are Br[C:2]1[CH:3]=[C:4]([NH:10][C:11]2[CH:15]=[C:14]([CH3:16])[N:13]([CH3:17])[N:12]=2)[C:5](=[O:9])[N:6]([CH3:8])[CH:7]=1.[C:18]([O:21][CH2:22][C:23]1[C:24]([N:32]2[CH2:43][CH2:42][N:41]3[C:34](=[CH:35][C:36]4[CH2:37][C:38]([CH3:45])([CH3:44])[CH2:39][C:40]=43)[C:33]2=[O:46])=[N:25][CH:26]=[CH:27][C:28]=1B(O)O)(=[O:20])[CH3:19].[O-]P([O-])([O-])=O.[K+].[K+].[K+].C([O-])(=O)C.[Na+]. The catalyst is C1C=CC(P(C2C=CC=CC=2)[C-]2C=CC=C2)=CC=1.C1C=CC(P(C2C=CC=CC=2)[C-]2C=CC=C2)=CC=1.Cl[Pd]Cl.[Fe+2].O.C(#N)C. The product is [C:18]([O:21][CH2:22][C:23]1[C:24]([N:32]2[CH2:43][CH2:42][N:41]3[C:34](=[CH:35][C:36]4[CH2:37][C:38]([CH3:45])([CH3:44])[CH2:39][C:40]=43)[C:33]2=[O:46])=[N:25][CH:26]=[CH:27][C:28]=1[C:2]1[CH:3]=[C:4]([NH:10][C:11]2[CH:15]=[C:14]([CH3:16])[N:13]([CH3:17])[N:12]=2)[C:5](=[O:9])[N:6]([CH3:8])[CH:7]=1)(=[O:20])[CH3:19]. The yield is 0.420. (3) The reactants are [CH2:1]([O:8][C:9]1[CH:18]=[CH:17][CH:16]=[C:15]2[C:10]=1[CH:11]=[CH:12][NH:13][C:14]2=[O:19])[C:2]1[CH:7]=[CH:6][CH:5]=[CH:4][CH:3]=1.[CH2:20]([NH:27][C:28]([C:30]1[S:34][C:33](Br)=[N:32][C:31]=1[CH3:36])=[O:29])[C:21]1[CH:26]=[CH:25][CH:24]=[CH:23][CH:22]=1. No catalyst specified. The product is [CH2:20]([NH:27][C:28]([C:30]1[S:34][C:33]([N:13]2[CH:12]=[CH:11][C:10]3[C:15](=[CH:16][CH:17]=[CH:18][C:9]=3[O:8][CH2:1][C:2]3[CH:3]=[CH:4][CH:5]=[CH:6][CH:7]=3)[C:14]2=[O:19])=[N:32][C:31]=1[CH3:36])=[O:29])[C:21]1[CH:22]=[CH:23][CH:24]=[CH:25][CH:26]=1. The yield is 0.0200.